From a dataset of Reaction yield outcomes from USPTO patents with 853,638 reactions. Predict the reaction yield, written as a fraction of the theoretical maximum amount of product (1.0 means a 100% yield; for example, 0.34 means a 34% yield). (1) The reactants are C(O)(=O)C.[C:5]([C:7]1[CH:14]=[CH:13][C:10](C=O)=[CH:9][CH:8]=1)#[CH:6].[NH:15]1[CH2:19][CH2:18][CH2:17][CH2:16]1.[BH-](OC(C)=O)(OC(C)=O)OC(C)=O.[Na+]. The catalyst is ClCCCl. The product is [C:5]([C:7]1[CH:8]=[CH:9][C:10]([N:15]2[CH2:19][CH2:18][CH2:17][CH2:16]2)=[CH:13][CH:14]=1)#[CH:6]. The yield is 1.00. (2) The reactants are [Cl:1][C:2]1[CH:7]=[C:6]([F:8])[C:5]([N+:9]([O-:11])=[O:10])=[CH:4][C:3]=1[NH2:12].Cl[CH2:14][C:15]1[C:16]([NH:25][CH3:26])=[CH:17][C:18]([N:21]([O:23][CH3:24])[CH3:22])=[N:19][CH:20]=1. The catalyst is N1C=CC=CC=1. The product is [Cl:1][C:2]1[CH:7]=[C:6]([F:8])[C:5]([N+:9]([O-:11])=[O:10])=[CH:4][C:3]=1[NH:12][CH2:14][C:15]1[C:16]([NH:25][CH3:26])=[CH:17][C:18]([N:21]([O:23][CH3:24])[CH3:22])=[N:19][CH:20]=1. The yield is 0.560.